This data is from Forward reaction prediction with 1.9M reactions from USPTO patents (1976-2016). The task is: Predict the product of the given reaction. (1) Given the reactants CO[CH:3](OC)[N:4]([CH3:6])[CH3:5].[CH3:9][C:10]([CH:12]1[CH2:14][CH2:13]1)=[O:11], predict the reaction product. The product is: [CH:12]1([C:10](=[O:11])/[CH:9]=[CH:3]/[N:4]([CH3:5])[CH3:6])[CH2:14][CH2:13]1. (2) Given the reactants [C:1]([O:5][C:6]([NH:8][CH2:9][CH2:10][CH2:11][C:12]([OH:14])=O)=[O:7])([CH3:4])([CH3:3])[CH3:2].CN(C(ON1N=NC2C=CC=CC1=2)=[N+](C)C)C.F[P-](F)(F)(F)(F)F.C(N(CC)CC)C.CN(C1C=CC=CN=1)C.[CH2:55]([O:62][NH2:63])[C:56]1[CH:61]=[CH:60][CH:59]=[CH:58][CH:57]=1, predict the reaction product. The product is: [C:1]([O:5][C:6](=[O:7])[NH:8][CH2:9][CH2:10][CH2:11][C:12]([NH:63][O:62][CH2:55][C:56]1[CH:61]=[CH:60][CH:59]=[CH:58][CH:57]=1)=[O:14])([CH3:2])([CH3:3])[CH3:4]. (3) Given the reactants [Br:1][C:2]1[CH:3]=[C:4]([C:13]2[N:17]([C:18]3[CH:23]=[CH:22][N:21]=[C:20]([Cl:24])[CH:19]=3)[N:16]=[C:15]([C:25]([OH:27])=O)[CH:14]=2)[CH:5]=[C:6]([O:8][C:9]([F:12])([F:11])[F:10])[CH:7]=1.ClC1C=C(C2N(C3C=NC=CC=3)N=C(C([N:49]3[CH2:54][CH2:53][NH:52][C:51](=[O:55])[CH2:50]3)=O)C=2)C=C(F)C=1.O=C1CNCCN1, predict the reaction product. The product is: [Br:1][C:2]1[CH:3]=[C:4]([C:13]2[N:17]([C:18]3[CH:23]=[CH:22][N:21]=[C:20]([Cl:24])[CH:19]=3)[N:16]=[C:15]([C:25]([N:49]3[CH2:54][CH2:53][NH:52][C:51](=[O:55])[CH2:50]3)=[O:27])[CH:14]=2)[CH:5]=[C:6]([O:8][C:9]([F:12])([F:10])[F:11])[CH:7]=1. (4) Given the reactants Br[C:2]1[CH:3]=[CH:4][C:5]([NH:13][C:14]2[C:19]([C:20]([F:23])([F:22])[F:21])=[CH:18][N:17]=[C:16]([NH:24][C:25]3[CH:39]=[CH:38][C:28]([CH2:29][P:30](=[O:37])([O:34][CH2:35][CH3:36])[O:31][CH2:32][CH3:33])=[CH:27][C:26]=3[O:40][CH3:41])[N:15]=2)=[C:6]2[C:10]=1[CH2:9][N:8]([CH3:11])[C:7]2=[O:12].[C:42]([O:46][C:47](=[O:55])[CH2:48][N:49]1[CH2:54][CH2:53][NH:52][CH2:51][CH2:50]1)([CH3:45])([CH3:44])[CH3:43], predict the reaction product. The product is: [CH2:32]([O:31][P:30]([CH2:29][C:28]1[CH:38]=[CH:39][C:25]([NH:24][C:16]2[N:15]=[C:14]([NH:13][C:5]3[CH:4]=[CH:3][C:2]([N:52]4[CH2:51][CH2:50][N:49]([CH2:48][C:47]([O:46][C:42]([CH3:45])([CH3:44])[CH3:43])=[O:55])[CH2:54][CH2:53]4)=[C:10]4[C:6]=3[C:7](=[O:12])[N:8]([CH3:11])[CH2:9]4)[C:19]([C:20]([F:23])([F:21])[F:22])=[CH:18][N:17]=2)=[C:26]([O:40][CH3:41])[CH:27]=1)([O:34][CH2:35][CH3:36])=[O:37])[CH3:33]. (5) Given the reactants [F:1][C:2]1[CH:3]=[CH:4][C:5]([O:39][CH3:40])=[C:6]([C:8]2[CH:13]=[CH:12][N:11]=[C:10]3[N:14]([S:30]([C:33]4[CH:38]=[CH:37][CH:36]=[CH:35][CH:34]=4)(=[O:32])=[O:31])[C:15]([C:17]4[CH2:22][CH2:21][N:20](C(OC(C)(C)C)=O)[CH2:19][CH:18]=4)=[CH:16][C:9]=23)[CH:7]=1.FC(F)(F)C(O)=O, predict the reaction product. The product is: [F:1][C:2]1[CH:3]=[CH:4][C:5]([O:39][CH3:40])=[C:6]([C:8]2[CH:13]=[CH:12][N:11]=[C:10]3[N:14]([S:30]([C:33]4[CH:34]=[CH:35][CH:36]=[CH:37][CH:38]=4)(=[O:32])=[O:31])[C:15]([C:17]4[CH2:22][CH2:21][NH:20][CH2:19][CH:18]=4)=[CH:16][C:9]=23)[CH:7]=1. (6) The product is: [Cl:1][C:2]1[C:3]([C:9]#[N:10])=[CH:4][N:5]=[CH:6][C:7]=1[Cl:8]. Given the reactants [Cl:1][C:2]1[C:7]([Cl:8])=[CH:6][N:5]=[CH:4][C:3]=1[CH:9]=[N:10]O.C(C1NC=CN=1)(C1NC=CN=1)=O, predict the reaction product.